This data is from Catalyst prediction with 721,799 reactions and 888 catalyst types from USPTO. The task is: Predict which catalyst facilitates the given reaction. (1) Reactant: [C:1]([C:5]1[N:9]([CH2:10][CH:11]2[CH2:16][CH2:15][CH2:14][CH2:13][CH2:12]2)[C:8]2[CH:17]=[CH:18][C:19]([C:21](O)=[O:22])=[CH:20][C:7]=2[N:6]=1)([CH3:4])([CH3:3])[CH3:2].CCN(C(C)C)C(C)C.CN(C(ON1N=NC2C=CC=NC1=2)=[N+](C)C)C.F[P-](F)(F)(F)(F)F.[NH:57]1[CH2:66][CH2:65][CH:60]([C:61]([O:63][CH3:64])=[O:62])[CH2:59][CH2:58]1. Product: [C:1]([C:5]1[N:9]([CH2:10][CH:11]2[CH2:16][CH2:15][CH2:14][CH2:13][CH2:12]2)[C:8]2[CH:17]=[CH:18][C:19]([C:21]([N:57]3[CH2:66][CH2:65][CH:60]([C:61]([O:63][CH3:64])=[O:62])[CH2:59][CH2:58]3)=[O:22])=[CH:20][C:7]=2[N:6]=1)([CH3:4])([CH3:2])[CH3:3]. The catalyst class is: 3. (2) Reactant: [Cl:1][C:2]1[C:11]2[C:6](=[CH:7][CH:8]=[CH:9][CH:10]=2)[N:5]=[C:4]([C:12]([O:14]CC)=O)[N:3]=1.[F:17][C:18]1[CH:19]=[C:20]([Mg]Br)[CH:21]=[CH:22][CH:23]=1. Product: [Cl:1][C:2]1[C:11]2[C:6](=[CH:7][CH:8]=[CH:9][CH:10]=2)[N:5]=[C:4]([C:12]([C:22]2[CH:21]=[CH:20][CH:19]=[C:18]([F:17])[CH:23]=2)=[O:14])[N:3]=1. The catalyst class is: 1. (3) Reactant: C[Si]([N-][Si](C)(C)C)(C)C.[K+].C(S(C1N([C:24]2[CH:29]=[CH:28][CH:27]=[CH:26][CH:25]=2)N=NN=1)(=O)=O)CCCC.[O:30]=[C:31]1[O:35][CH2:34][C@:33]2([CH2:39][CH2:38][C@H:37]([C:40]3[CH:41]=C4C(=[CH:48][CH:49]=3)C[C@H](C=O)CC4)[CH2:36]2)[NH:32]1.O. Product: [CH:29](/[C@@H:24]1[CH2:25][CH2:26][C:27]2[CH:41]=[C:40]([C@H:37]3[CH2:38][CH2:39][C@@:33]4([NH:32][C:31](=[O:30])[O:35][CH2:34]4)[CH2:36]3)[CH:49]=[CH:48][C:28]=2[CH2:29]1)=[CH:24]\[CH2:25][CH2:26][CH2:27][CH3:28]. The catalyst class is: 220. (4) Reactant: CC(C1C=C(C(C)C)C(C2C(P(C3CCCCC3)C3CCCCC3)=C(OC)C=CC=2OC)=C(C(C)C)C=1)C.CC([O-])(C)C.[Na+].Cl[C:46]1[N:47]=[CH:48][CH:49]=[C:50]2[CH:54]=[CH:53][N:52]([CH3:55])[C:51]=12.[NH2:56][C@@H:57]1[CH2:62][CH2:61][CH2:60][N:59]([C:63]([O:65][C:66]([CH3:69])([CH3:68])[CH3:67])=[O:64])[CH2:58]1. Product: [CH3:55][N:52]1[C:51]2=[C:46]([NH:56][C@@H:57]3[CH2:62][CH2:61][CH2:60][N:59]([C:63]([O:65][C:66]([CH3:69])([CH3:68])[CH3:67])=[O:64])[CH2:58]3)[N:47]=[CH:48][CH:49]=[C:50]2[CH:54]=[CH:53]1. The catalyst class is: 491. (5) Reactant: [Si:1]([O:8][CH2:9][C@@H:10]1[C@@H:14]([O:15][Si:16]([CH:23]([CH3:25])[CH3:24])([CH:20]([CH3:22])[CH3:21])[CH:17]([CH3:19])[CH3:18])[CH2:13][C@H:12]([NH:26][C:27]2[C:32]([C:33]([C:35]3[S:36][CH:37]=[C:38]([C:40]#[C:41][C:42]4[CH:47]=[CH:46][CH:45]=[CH:44][C:43]=4[O:48][CH3:49])[CH:39]=3)=[O:34])=[CH:31][N:30]=[CH:29][N:28]=2)[CH2:11]1)([C:4]([CH3:7])([CH3:6])[CH3:5])([CH3:3])[CH3:2]. Product: [Si:1]([O:8][CH2:9][C@@H:10]1[C@@H:14]([O:15][Si:16]([CH:17]([CH3:19])[CH3:18])([CH:20]([CH3:22])[CH3:21])[CH:23]([CH3:24])[CH3:25])[CH2:13][C@H:12]([NH:26][C:27]2[C:32]([C:33]([C:35]3[S:36][CH:37]=[C:38]([CH2:40][CH2:41][C:42]4[CH:47]=[CH:46][CH:45]=[CH:44][C:43]=4[O:48][CH3:49])[CH:39]=3)=[O:34])=[CH:31][N:30]=[CH:29][N:28]=2)[CH2:11]1)([C:4]([CH3:7])([CH3:6])[CH3:5])([CH3:2])[CH3:3]. The catalyst class is: 99. (6) The catalyst class is: 6. Product: [Cl:9][C:8]1[N:1]=[C:2]([Cl:3])[N:4]=[C:5]([NH:12][C:13]2[C:14]([OH:47])=[C:15]([N:23]=[N:24][C:25]([C:41]3[CH:42]=[CH:43][CH:44]=[CH:45][CH:46]=3)=[N:26][NH:27][C:28]3[CH:33]=[C:32]([S:34]([OH:37])(=[O:35])=[O:36])[CH:31]=[CH:30][C:29]=3[C:38]([OH:40])=[O:39])[CH:16]=[C:17]([S:19]([OH:22])(=[O:21])=[O:20])[CH:18]=2)[N:7]=1. Reactant: [N:1]1[C:8]([Cl:9])=[N:7][C:5](Cl)=[N:4][C:2]=1[Cl:3].[OH-].[Na+].[NH2:12][C:13]1[C:14]([OH:47])=[C:15]([N:23]=[N:24][C:25]([C:41]2[CH:46]=[CH:45][CH:44]=[CH:43][CH:42]=2)=[N:26][NH:27][C:28]2[CH:33]=[C:32]([S:34]([OH:37])(=[O:36])=[O:35])[CH:31]=[CH:30][C:29]=2[C:38]([OH:40])=[O:39])[CH:16]=[C:17]([S:19]([OH:22])(=[O:21])=[O:20])[CH:18]=1.